From a dataset of Peptide-MHC class I binding affinity with 185,985 pairs from IEDB/IMGT. Regression. Given a peptide amino acid sequence and an MHC pseudo amino acid sequence, predict their binding affinity value. This is MHC class I binding data. (1) The peptide sequence is QKDINTPGY. The MHC is HLA-A31:01 with pseudo-sequence HLA-A31:01. The binding affinity (normalized) is 0.0847. (2) The peptide sequence is AIHPFALLL. The MHC is HLA-B08:02 with pseudo-sequence HLA-B08:02. The binding affinity (normalized) is 0.0847. (3) The binding affinity (normalized) is 0.568. The MHC is HLA-A11:01 with pseudo-sequence HLA-A11:01. The peptide sequence is AVMDIISRK. (4) The peptide sequence is KLKSLYNTV. The MHC is HLA-A02:06 with pseudo-sequence HLA-A02:06. The binding affinity (normalized) is 0.733. (5) The peptide sequence is LLFKLLEY. The MHC is H-2-Kb with pseudo-sequence H-2-Kb. The binding affinity (normalized) is 0. (6) The peptide sequence is ILMIFISSFL. The MHC is HLA-B35:01 with pseudo-sequence HLA-B35:01. The binding affinity (normalized) is 0.258.